This data is from Full USPTO retrosynthesis dataset with 1.9M reactions from patents (1976-2016). The task is: Predict the reactants needed to synthesize the given product. (1) Given the product [C:27]([N:9]1[CH2:10][CH2:11][CH2:12][C@@H:8]1[CH2:7][O:6][C:5]1[CH:13]=[CH:14][CH:15]=[C:16]([N+:17]([O-:19])=[O:18])[C:4]=1[C:2]#[N:3])(=[O:31])[CH2:28][CH2:29][CH3:30], predict the reactants needed to synthesize it. The reactants are: [Cl-].[C:2]([C:4]1[C:16]([N+:17]([O-:19])=[O:18])=[CH:15][CH:14]=[CH:13][C:5]=1[O:6][CH2:7][C@H:8]1[CH2:12][CH2:11][CH2:10][NH2+:9]1)#[N:3].CCN(CC)CC.[C:27](Cl)(=[O:31])[CH2:28][CH2:29][CH3:30]. (2) Given the product [Cl:1][C:2]1[CH:25]=[CH:24][C:5]([CH2:6][N:7]2[C:15]3[C:10](=[CH:11][CH:12]=[C:13]([O:16][CH3:17])[CH:14]=3)[C:9]([C:18](=[O:22])[C:19]([NH:47][C:45]3[CH:44]=[CH:43][N:42]=[C:41]([O:40][CH3:39])[CH:46]=3)=[O:21])=[C:8]2[CH3:23])=[CH:4][CH:3]=1, predict the reactants needed to synthesize it. The reactants are: [Cl:1][C:2]1[CH:25]=[CH:24][C:5]([CH2:6][N:7]2[C:15]3[C:10](=[CH:11][CH:12]=[C:13]([O:16][CH3:17])[CH:14]=3)[C:9]([C:18](=[O:22])[C:19]([OH:21])=O)=[C:8]2[CH3:23])=[CH:4][CH:3]=1.C(Cl)(=O)C(Cl)=O.C(N(CC)CC)C.[CH3:39][O:40][C:41]1[CH:46]=[C:45]([NH2:47])[CH:44]=[CH:43][N:42]=1. (3) Given the product [CH3:16][CH2:15][C@H:11]([N:1]1[C:2](=[O:6])[CH2:3][CH2:4][CH2:5]1)[C:12]([NH2:14])=[O:13], predict the reactants needed to synthesize it. The reactants are: [NH:1]1[CH2:5][CH2:4][CH2:3][C:2]1=[O:6].C[O-].[Na+].Br[C@H:11]([CH2:15][CH3:16])[C:12]([NH2:14])=[O:13]. (4) Given the product [F:1][C:2]1[CH:3]=[C:4]([CH:5]=[CH:6][C:7]=1[N+:8]([O-:10])=[O:9])[C:11]([Cl:16])=[O:13], predict the reactants needed to synthesize it. The reactants are: [F:1][C:2]1[CH:3]=[C:4]([C:11]([OH:13])=O)[CH:5]=[CH:6][C:7]=1[N+:8]([O-:10])=[O:9].S(Cl)([Cl:16])=O.CN(C=O)C. (5) Given the product [Cl:1][C:2]1[CH:7]=[CH:6][C:5]([CH2:8][N:9]2[CH2:13][CH2:12][S:11][C:10]2=[N:14][CH:15]=[O:16])=[CH:4][N:3]=1, predict the reactants needed to synthesize it. The reactants are: [Cl:1][C:2]1[CH:7]=[CH:6][C:5]([CH2:8][N:9]2[CH2:13][CH2:12][S:11][C:10]2=[NH:14])=[CH:4][N:3]=1.[CH:15](OCC)=[O:16]. (6) Given the product [OH:12][C:13]1[CH:40]=[CH:39][C:38]([CH:41]2[CH2:42][CH2:43][NH:44][CH2:45][CH2:46]2)=[CH:37][C:14]=1[C:15]([NH:17][C:18]1[CH:30]=[C:29]([C:31]2[CH:36]=[CH:35][CH:34]=[CH:33][CH:32]=2)[CH:28]=[CH:27][C:19]=1[C:20]([O:22][C:23]([CH3:26])([CH3:25])[CH3:24])=[O:21])=[O:16], predict the reactants needed to synthesize it. The reactants are: C(O)(=O)C.C([O:12][C:13]1[CH:40]=[CH:39][C:38]([C:41]2[CH:46]=[CH:45][N:44]=[CH:43][CH:42]=2)=[CH:37][C:14]=1[C:15]([NH:17][C:18]1[CH:30]=[C:29]([C:31]2[CH:36]=[CH:35][CH:34]=[CH:33][CH:32]=2)[CH:28]=[CH:27][C:19]=1[C:20]([O:22][C:23]([CH3:26])([CH3:25])[CH3:24])=[O:21])=[O:16])C1C=CC=CC=1.CO. (7) Given the product [Si:10]([O:27][C@@H:28]([CH2:32][CH2:33][S:34][CH3:35])[C:29]([O:31][CH3:1])=[O:30])([C:23]([CH3:26])([CH3:25])[CH3:24])([C:17]1[CH:22]=[CH:21][CH:20]=[CH:19][CH:18]=1)[C:11]1[CH:12]=[CH:13][CH:14]=[CH:15][CH:16]=1, predict the reactants needed to synthesize it. The reactants are: [CH3:1][Si](C=[N+]=[N-])(C)C.CO.[Si:10]([O:27][C@@H:28]([CH2:32][CH2:33][S:34][CH3:35])[C:29]([OH:31])=[O:30])([C:23]([CH3:26])([CH3:25])[CH3:24])([C:17]1[CH:22]=[CH:21][CH:20]=[CH:19][CH:18]=1)[C:11]1[CH:16]=[CH:15][CH:14]=[CH:13][CH:12]=1.C(O)(=O)C.